Dataset: Forward reaction prediction with 1.9M reactions from USPTO patents (1976-2016). Task: Predict the product of the given reaction. Given the reactants [Li][CH2:2]CCC.[Br:6][C:7]1[CH:12]=[CH:11][C:10]([C:13]2[C:14]([CH:20]=O)=[CH:15][CH:16]=[C:17]([Cl:19])[CH:18]=2)=[CH:9][CH:8]=1, predict the reaction product. The product is: [Br:6][C:7]1[CH:12]=[CH:11][C:10]([C:13]2[CH:18]=[C:17]([Cl:19])[CH:16]=[CH:15][C:14]=2[CH:20]=[CH2:2])=[CH:9][CH:8]=1.